Predict hERG channel inhibition at various concentrations. From a dataset of hERG Central: cardiac toxicity at 1µM, 10µM, and general inhibition. (1) The molecule is CCCCCn1c(C)c2c(OCC)cccc(=O)c2c1C. Results: hERG_inhib (hERG inhibition (general)): blocker. (2) The compound is O=C(Nc1cc(Cl)cc(Cl)c1)N1CCCN(Cc2ccccc2)CC1. Results: hERG_inhib (hERG inhibition (general)): blocker. (3) The molecule is CN(C)CCCN(C(=O)c1ccco1)c1nc2ccc(Cl)cc2s1.Cl. Results: hERG_inhib (hERG inhibition (general)): blocker. (4) The compound is NC(=O)c1ccc(N2CCN(S(=O)(=O)c3ccccc3)CC2)c([N+](=O)[O-])c1. Results: hERG_inhib (hERG inhibition (general)): blocker.